Dataset: Reaction yield outcomes from USPTO patents with 853,638 reactions. Task: Predict the reaction yield, written as a fraction of the theoretical maximum amount of product (1.0 means a 100% yield; for example, 0.34 means a 34% yield). (1) The reactants are [C:1]([C:3]1[CH:4]=[CH:5][C:6]([O:26][CH3:27])=[C:7]([C:9]2[C:13]([NH:14][C:15]([C:17]3[CH:18]=[N:19][N:20]4[CH:25]=[CH:24][CH:23]=[N:22][C:21]=34)=[O:16])=[CH:12][NH:11][N:10]=2)[CH:8]=1)#[N:2].Cl[CH2:29][C:30]1[N:31]([CH3:35])[CH:32]=[CH:33][N:34]=1.C(=O)([O-])[O-].[Cs+].[Cs+]. The catalyst is CN(C=O)C.C(OCC)(=O)C. The product is [C:1]([C:3]1[CH:4]=[CH:5][C:6]([O:26][CH3:27])=[C:7]([C:9]2[C:13]([NH:14][C:15]([C:17]3[CH:18]=[N:19][N:20]4[CH:25]=[CH:24][CH:23]=[N:22][C:21]=34)=[O:16])=[CH:12][N:11]([CH2:29][C:30]3[N:31]([CH3:35])[CH:32]=[CH:33][N:34]=3)[N:10]=2)[CH:8]=1)#[N:2]. The yield is 0.320. (2) The reactants are [C:1](N1C=CN=C1)(N1C=CN=C1)=[O:2].[C:13]([O:17][C:18]([N:20]1[CH2:25][CH2:24][CH:23]([NH:26][C:27]2[CH:32]=[CH:31][C:30]([Cl:33])=[CH:29][C:28]=2[CH2:34][NH2:35])[CH2:22][CH2:21]1)=[O:19])([CH3:16])([CH3:15])[CH3:14]. The catalyst is CC#N.C(Cl)Cl. The product is [C:13]([O:17][C:18]([N:20]1[CH2:25][CH2:24][CH:23]([N:26]2[C:27]3[C:28](=[CH:29][C:30]([Cl:33])=[CH:31][CH:32]=3)[CH2:34][NH:35][C:1]2=[O:2])[CH2:22][CH2:21]1)=[O:19])([CH3:16])([CH3:14])[CH3:15]. The yield is 0.630. (3) The reactants are [CH2:1]([CH:3]([CH2:20][CH3:21])[CH:4]([C:6]1[N:10]([CH2:11][C:12]2[CH:17]=[CH:16][C:15]([O:18][CH3:19])=[CH:14][CH:13]=2)[N:9]=[CH:8][CH:7]=1)O)[CH3:2].C1(P(C2C=CC=CC=2)C2C=CC=CC=2)C=CC=CC=1.N(C(OCC)=O)=NC(OCC)=O.C1(P([N:67]=[N+:68]=[N-:69])(C2C=CC=CC=2)=O)C=CC=CC=1. The catalyst is C1COCC1. The product is [N:67]([CH:4]([C:6]1[N:10]([CH2:11][C:12]2[CH:17]=[CH:16][C:15]([O:18][CH3:19])=[CH:14][CH:13]=2)[N:9]=[CH:8][CH:7]=1)[CH:3]([CH2:20][CH3:21])[CH2:1][CH3:2])=[N+:68]=[N-:69]. The yield is 0.660. (4) The reactants are C([O:3][C:4]([C:6]1([C:12]#[N:13])[CH2:11][CH2:10][CH2:9][CH2:8][CH2:7]1)=O)C.[NH3:14]. No catalyst specified. The product is [C:12]([C:6]1([C:4]([NH2:14])=[O:3])[CH2:11][CH2:10][CH2:9][CH2:8][CH2:7]1)#[N:13]. The yield is 0.260. (5) The reactants are [CH3:1][O:2][C:3](=[O:32])[C:4]1[CH:9]=[CH:8][C:7]([CH2:10][N:11]2[CH:15]=[C:14]([C:16]3[CH:21]=[CH:20][C:19]([Cl:22])=[CH:18][C:17]=3[Cl:23])[N:13]=[C:12]2[CH2:24][C:25]2[CH:30]=[CH:29][C:28](Br)=[CH:27][CH:26]=2)=[CH:6][CH:5]=1.[F:33][C:34]([F:46])([F:45])[O:35][C:36]1[CH:41]=[CH:40][C:39](B(O)O)=[CH:38][CH:37]=1. No catalyst specified. The product is [CH3:1][O:2][C:3](=[O:32])[C:4]1[CH:9]=[CH:8][C:7]([CH2:10][N:11]2[CH:15]=[C:14]([C:16]3[CH:21]=[CH:20][C:19]([Cl:22])=[CH:18][C:17]=3[Cl:23])[N:13]=[C:12]2[CH2:24][C:25]2[CH:30]=[CH:29][C:28]([C:39]3[CH:38]=[CH:37][C:36]([O:35][C:34]([F:33])([F:45])[F:46])=[CH:41][CH:40]=3)=[CH:27][CH:26]=2)=[CH:6][CH:5]=1. The yield is 0.780. (6) The reactants are [CH2:1]([O:8][C:9]1[CH:14]=[CH:13][C:12]([CH2:15][C:16](Cl)=[N:17][OH:18])=[CH:11][CH:10]=1)[C:2]1[CH:7]=[CH:6][CH:5]=[CH:4][CH:3]=1.O1CCCC1.[C:25]([C:27]1[C:28]([NH2:33])=[N:29][CH:30]=[CH:31][CH:32]=1)#[CH:26].C(N(CC)CC)C. The catalyst is O. The product is [CH2:1]([O:8][C:9]1[CH:14]=[CH:13][C:12]([CH2:15][C:16]2[CH:26]=[C:25]([C:27]3[C:28]([NH2:33])=[N:29][CH:30]=[CH:31][CH:32]=3)[O:18][N:17]=2)=[CH:11][CH:10]=1)[C:2]1[CH:7]=[CH:6][CH:5]=[CH:4][CH:3]=1. The yield is 0.150.